The task is: Predict the reactants needed to synthesize the given product.. This data is from Full USPTO retrosynthesis dataset with 1.9M reactions from patents (1976-2016). (1) Given the product [C:6]([NH:9][C:10]1[CH:15]=[C:14]([S:2]([Cl:1])(=[O:5])=[O:3])[CH:13]=[CH:12][C:11]=1[CH3:16])(=[O:8])[CH3:7], predict the reactants needed to synthesize it. The reactants are: [Cl:1][S:2]([OH:5])(=O)=[O:3].[C:6]([NH:9][C:10]1[C:11]([CH3:16])=[CH:12][CH:13]=[CH:14][CH:15]=1)(=[O:8])[CH3:7].COCC(NC1C=CC=CC=1)=O. (2) Given the product [Cl:1][C:2]1[CH:7]=[C:6]2[NH:8][C:9](=[O:36])[C:10]3([CH:15]([C:16]4[CH:21]=[CH:20][CH:19]=[C:18]([Cl:22])[CH:17]=4)[CH2:14][C:13](=[S:46])[NH:12][CH:11]3[C:24]3[C:29]([O:30][CH:31]([CH3:33])[CH3:32])=[CH:28][CH:27]=[C:26]([F:34])[C:25]=3[F:35])[C:5]2=[CH:4][CH:3]=1, predict the reactants needed to synthesize it. The reactants are: [Cl:1][C:2]1[CH:7]=[C:6]2[NH:8][C:9](=[O:36])[C:10]3([CH:15]([C:16]4[CH:21]=[CH:20][CH:19]=[C:18]([Cl:22])[CH:17]=4)[CH2:14][C:13](=O)[NH:12][CH:11]3[C:24]3[C:29]([O:30][CH:31]([CH3:33])[CH3:32])=[CH:28][CH:27]=[C:26]([F:34])[C:25]=3[F:35])[C:5]2=[CH:4][CH:3]=1.COC1C=CC(P2(=S)SP(=S)(C3C=CC(OC)=CC=3)[S:46]2)=CC=1. (3) The reactants are: [Br:1][C:2]1[C:3]([OH:13])=[C:4]([C:10](=[O:12])[CH3:11])[CH:5]=[C:6]([Cl:9])[C:7]=1[CH3:8].C1(P(C2C=CC=CC=2)C2C=CC=CC=2)C=CC=CC=1.[N:33]1([CH2:39][CH2:40]O)[CH2:38][CH2:37][O:36][CH2:35][CH2:34]1.O1CCCC1.N(C(OC(C)C)=O)=NC(OC(C)C)=O. Given the product [Br:1][C:2]1[C:3]([O:13][CH2:40][CH2:39][N:33]2[CH2:38][CH2:37][O:36][CH2:35][CH2:34]2)=[C:4]([C:10](=[O:12])[CH3:11])[CH:5]=[C:6]([Cl:9])[C:7]=1[CH3:8], predict the reactants needed to synthesize it. (4) Given the product [F:35][C:3]([F:2])([F:34])[C:4]1[CH:5]=[C:6]([C@@H:14]([N:16]([CH3:33])[C:17]([C@H:19]2[CH2:24][CH2:23][N:22]([C:44](=[O:45])[CH2:43][N:39]3[C:38](=[O:47])[C:37]([CH3:48])([CH3:36])[O:41][C:40]3=[O:42])[CH2:21][C@@H:20]2[C:25]2[CH:30]=[CH:29][C:28]([F:31])=[CH:27][C:26]=2[CH3:32])=[O:18])[CH3:15])[CH:7]=[C:8]([C:10]([F:12])([F:13])[F:11])[CH:9]=1, predict the reactants needed to synthesize it. The reactants are: Cl.[F:2][C:3]([F:35])([F:34])[C:4]1[CH:5]=[C:6]([C@@H:14]([N:16]([CH3:33])[C:17]([C@H:19]2[CH2:24][CH2:23][NH:22][CH2:21][C@@H:20]2[C:25]2[CH:30]=[CH:29][C:28]([F:31])=[CH:27][C:26]=2[CH3:32])=[O:18])[CH3:15])[CH:7]=[C:8]([C:10]([F:13])([F:12])[F:11])[CH:9]=1.[CH3:36][C:37]1([CH3:48])[O:41][C:40](=[O:42])[N:39]([CH2:43][C:44](O)=[O:45])[C:38]1=[O:47].CCN=C=NCCCN(C)C.Cl.C1C=CC2N(O)N=NC=2C=1.